This data is from Full USPTO retrosynthesis dataset with 1.9M reactions from patents (1976-2016). The task is: Predict the reactants needed to synthesize the given product. Given the product [Cl:11][C:12]1[CH:24]=[CH:23][C:22]([Cl:25])=[CH:21][C:13]=1[C:14]([NH:16][CH2:17][CH2:18][N:19]([CH:8]=[O:10])[OH:20])=[O:15], predict the reactants needed to synthesize it. The reactants are: C(OC(=O)C)(=O)C.[CH:8]([OH:10])=O.[Cl:11][C:12]1[CH:24]=[CH:23][C:22]([Cl:25])=[CH:21][C:13]=1[C:14]([NH:16][CH2:17][CH2:18][NH:19][OH:20])=[O:15].